Dataset: Full USPTO retrosynthesis dataset with 1.9M reactions from patents (1976-2016). Task: Predict the reactants needed to synthesize the given product. Given the product [C:1]([O:5][C:6](=[O:33])[NH:7][CH:8]1[CH2:13][CH2:12][CH:11]([NH:14][C:15](=[O:32])[C:16]2[CH:21]=[C:20]([O:22][C:35]3[CH:40]=[N:39][C:38]([N+:41]([O-:43])=[O:42])=[CH:37][CH:36]=3)[CH:19]=[C:18]([O:23][C:24]3[CH:29]=[CH:28][C:27]([C:30]#[N:31])=[CH:26][CH:25]=3)[CH:17]=2)[CH2:10][CH2:9]1)([CH3:4])([CH3:2])[CH3:3], predict the reactants needed to synthesize it. The reactants are: [C:1]([O:5][C:6](=[O:33])[NH:7][CH:8]1[CH2:13][CH2:12][CH:11]([NH:14][C:15](=[O:32])[C:16]2[CH:21]=[C:20]([OH:22])[CH:19]=[C:18]([O:23][C:24]3[CH:29]=[CH:28][C:27]([C:30]#[N:31])=[CH:26][CH:25]=3)[CH:17]=2)[CH2:10][CH2:9]1)([CH3:4])([CH3:3])[CH3:2].Cl[C:35]1[CH:36]=[CH:37][C:38]([N+:41]([O-:43])=[O:42])=[N:39][CH:40]=1.